This data is from Forward reaction prediction with 1.9M reactions from USPTO patents (1976-2016). The task is: Predict the product of the given reaction. Given the reactants [CH3:1][C:2]1[CH:7]=[CH:6][C:5]([C:8]2[O:12][N:11]=[CH:10][C:9]=2[C:13](Cl)=[O:14])=[CH:4][CH:3]=1.[CH3:16][O:17][CH2:18][C@@H:19]1[CH2:23][CH2:22][CH2:21][NH:20]1, predict the reaction product. The product is: [CH3:16][O:17][CH2:18][C@@H:19]1[CH2:23][CH2:22][CH2:21][N:20]1[C:13]([C:9]1[CH:10]=[N:11][O:12][C:8]=1[C:5]1[CH:6]=[CH:7][C:2]([CH3:1])=[CH:3][CH:4]=1)=[O:14].